This data is from Full USPTO retrosynthesis dataset with 1.9M reactions from patents (1976-2016). The task is: Predict the reactants needed to synthesize the given product. (1) Given the product [NH2:1][C:2]1[CH2:8][C:7]([C:9]([O:11][CH2:12][CH3:13])=[O:10])=[CH:6][C:5]2[CH:14]=[C:15]([C:27]3[CH:28]=[CH:29][C:24]([C:22]([O:21][CH2:19][CH3:20])=[O:23])=[CH:25][CH:26]=3)[CH:16]=[CH:17][C:4]=2[N:3]=1, predict the reactants needed to synthesize it. The reactants are: [NH2:1][C:2]1[CH2:8][C:7]([C:9]([O:11][CH2:12][CH3:13])=[O:10])=[CH:6][C:5]2[CH:14]=[C:15](Br)[CH:16]=[CH:17][C:4]=2[N:3]=1.[CH2:19]([O:21][C:22]([C:24]1[CH:29]=[CH:28][C:27](B(O)O)=[CH:26][CH:25]=1)=[O:23])[CH3:20].C(=O)([O-])[O-].[Cs+].[Cs+].C1(C)C=CC=CC=1. (2) Given the product [CH2:16]([S:17][C:2]1[CH:7]=[C:6]([O:8][CH3:9])[CH:5]=[CH:4][N:3]=1)[C:10]1[CH:15]=[CH:14][CH:13]=[CH:12][CH:11]=1, predict the reactants needed to synthesize it. The reactants are: Cl[C:2]1[CH:7]=[C:6]([O:8][CH3:9])[CH:5]=[CH:4][N:3]=1.[C:10]1([CH2:16][SH:17])[CH:15]=[CH:14][CH:13]=[CH:12][CH:11]=1.C(N(CC)C(C)C)(C)C.C1(P(C2C=CC=CC=2)C2C3OC4C(=CC=CC=4P(C4C=CC=CC=4)C4C=CC=CC=4)C(C)(C)C=3C=CC=2)C=CC=CC=1. (3) Given the product [C:15]([S:17][C:4]1([CH2:3][CH:2]=[O:1])[CH2:7][N:6]([C:8]([O:10][C:11]([CH3:14])([CH3:13])[CH3:12])=[O:9])[CH2:5]1)(=[O:18])[CH3:16], predict the reactants needed to synthesize it. The reactants are: [O:1]=[CH:2][CH:3]=[C:4]1[CH2:7][N:6]([C:8]([O:10][C:11]([CH3:14])([CH3:13])[CH3:12])=[O:9])[CH2:5]1.[C:15]([OH:18])(=[S:17])[CH3:16].